Predict the reactants needed to synthesize the given product. From a dataset of Full USPTO retrosynthesis dataset with 1.9M reactions from patents (1976-2016). (1) Given the product [OH:12][C:10]1[C:8](=[O:9])[C:7]([CH2:25][N:22]2[CH2:23][CH2:24][N:19]([C:14]3[N:15]=[CH:16][CH:17]=[CH:18][N:13]=3)[CH2:20][CH2:21]2)=[CH:6][CH:5]=[C:4]([CH:2]([CH3:1])[CH3:3])[CH:11]=1, predict the reactants needed to synthesize it. The reactants are: [CH3:1][CH:2]([C:4]1[CH:11]=[C:10]([OH:12])[C:8](=[O:9])[CH:7]=[CH:6][CH:5]=1)[CH3:3].[N:13]1[CH:18]=[CH:17][CH:16]=[N:15][C:14]=1[N:19]1[CH2:24][CH2:23][NH:22][CH2:21][CH2:20]1.[C:25](O)(=O)C.C=O. (2) Given the product [C:1]([C:4]1[C:9]([C:10]2[CH:11]=[CH:12][CH:13]=[CH:14][CH:15]=2)=[N:8][N:7]([C:17]2[CH:22]=[CH:21][CH:20]=[CH:19][CH:18]=2)[C:6](=[O:16])[CH:5]=1)(=[O:3])[CH3:2], predict the reactants needed to synthesize it. The reactants are: [C:1]([C:4]1[C:9]([C:10]2[CH:15]=[CH:14][CH:13]=[CH:12][CH:11]=2)=[N:8][NH:7][C:6](=[O:16])[CH:5]=1)(=[O:3])[CH3:2].[C:17]1(B(O)O)[CH:22]=[CH:21][CH:20]=[CH:19][CH:18]=1.N1C=CC=CC=1.[NH4+].[OH-].